Dataset: NCI-60 drug combinations with 297,098 pairs across 59 cell lines. Task: Regression. Given two drug SMILES strings and cell line genomic features, predict the synergy score measuring deviation from expected non-interaction effect. (1) Synergy scores: CSS=1.36, Synergy_ZIP=0.651, Synergy_Bliss=2.51, Synergy_Loewe=0.863, Synergy_HSA=1.35. Drug 2: CCC1(CC2CC(C3=C(CCN(C2)C1)C4=CC=CC=C4N3)(C5=C(C=C6C(=C5)C78CCN9C7C(C=CC9)(C(C(C8N6C)(C(=O)OC)O)OC(=O)C)CC)OC)C(=O)OC)O.OS(=O)(=O)O. Cell line: 786-0. Drug 1: CCN(CC)CCNC(=O)C1=C(NC(=C1C)C=C2C3=C(C=CC(=C3)F)NC2=O)C. (2) Drug 1: CC1=C(C(CCC1)(C)C)C=CC(=CC=CC(=CC(=O)O)C)C. Synergy scores: CSS=6.06, Synergy_ZIP=-5.00, Synergy_Bliss=-2.93, Synergy_Loewe=-20.2, Synergy_HSA=-6.84. Cell line: A498. Drug 2: C1=NC(=NC(=O)N1C2C(C(C(O2)CO)O)O)N. (3) Drug 1: CC1=C(C=C(C=C1)NC2=NC=CC(=N2)N(C)C3=CC4=NN(C(=C4C=C3)C)C)S(=O)(=O)N.Cl. Drug 2: C1CN1P(=S)(N2CC2)N3CC3. Cell line: COLO 205. Synergy scores: CSS=9.60, Synergy_ZIP=-4.40, Synergy_Bliss=-9.66, Synergy_Loewe=-46.2, Synergy_HSA=-16.3.